This data is from Serine/threonine kinase 33 screen with 319,792 compounds. The task is: Binary Classification. Given a drug SMILES string, predict its activity (active/inactive) in a high-throughput screening assay against a specified biological target. The result is 0 (inactive). The compound is O=C1C=CC(=C(/NNc2c([N+]([O-])=O)cccc2)CC)/C=C1.